From a dataset of Forward reaction prediction with 1.9M reactions from USPTO patents (1976-2016). Predict the product of the given reaction. (1) Given the reactants [N:1]1([C:8]2[CH:9]=[CH:10][C:11]3[N:12]([C:14]([C:17]([F:20])([F:19])[F:18])=[N:15][N:16]=3)[N:13]=2)[CH2:7][CH2:6][CH2:5][NH:4][CH2:3][CH2:2]1.[CH3:21][O:22][C:23]1[CH:30]=[CH:29][C:26]([CH:27]=O)=[CH:25][CH:24]=1, predict the reaction product. The product is: [CH3:21][O:22][C:23]1[CH:30]=[CH:29][C:26]([CH2:27][N:4]2[CH2:5][CH2:6][CH2:7][N:1]([C:8]3[CH:9]=[CH:10][C:11]4[N:12]([C:14]([C:17]([F:18])([F:19])[F:20])=[N:15][N:16]=4)[N:13]=3)[CH2:2][CH2:3]2)=[CH:25][CH:24]=1. (2) Given the reactants C([N:14]1[CH2:17][CH:16]([C:18]2[O:19][C:20]3[CH:27]=[CH:26][CH:25]=[CH:24][C:21]=3[C:22]=2[CH3:23])[CH2:15]1)(C1C=CC=CC=1)C1C=CC=CC=1.[Cl:28]C(OC(Cl)C)=O.CCO, predict the reaction product. The product is: [ClH:28].[CH3:23][C:22]1[C:21]2[CH:24]=[CH:25][CH:26]=[CH:27][C:20]=2[O:19][C:18]=1[CH:16]1[CH2:15][NH:14][CH2:17]1. (3) Given the reactants C(Cl)(=O)C(Cl)=O.CS(C)=O.[Cl:11][C:12]1[CH:17]=[CH:16][C:15]([CH2:18][CH2:19][CH2:20][CH:21]([OH:26])[C:22]([CH3:25])([CH3:24])[CH3:23])=[CH:14][CH:13]=1.C(N(CC)CC)C, predict the reaction product. The product is: [Cl:11][C:12]1[CH:13]=[CH:14][C:15]([CH2:18][CH2:19][CH2:20][C:21](=[O:26])[C:22]([CH3:24])([CH3:23])[CH3:25])=[CH:16][CH:17]=1. (4) Given the reactants [OH:1][C:2]1[CH:3]=[C:4]([C:8]2[CH:9]([C:20]3[CH:25]=[CH:24][C:23]([I:26])=[CH:22][CH:21]=3)[O:10][C:11]3[C:16]([C:17]=2[CH3:18])=[CH:15][C:14]([OH:19])=[CH:13][CH:12]=3)[CH:5]=[CH:6][CH:7]=1.[C:41]1(C)[CH:42]=[CH:43]C(S([O-])(=[O:34])=[O:34])=[CH:39][CH:40]=1.[NH+]1[CH:43]=[CH:42][CH:41]=[CH:40][CH:39]=1.[O:44]1[CH:49]=[CH:48][CH2:47][CH2:46][CH2:45]1, predict the reaction product. The product is: [I:26][C:23]1[CH:22]=[CH:21][C:20]([CH:9]2[C:8]([C:4]3[CH:5]=[CH:6][CH:7]=[C:2]([O:1][CH:43]4[CH2:42][CH2:41][CH2:40][CH2:39][O:34]4)[CH:3]=3)=[C:17]([CH3:18])[C:16]3[C:11](=[CH:12][CH:13]=[C:14]([O:19][CH:49]4[CH2:48][CH2:47][CH2:46][CH2:45][O:44]4)[CH:15]=3)[O:10]2)=[CH:25][CH:24]=1. (5) Given the reactants C(OC(=O)C1C=CC=C(C2C=CN=CC=2Br)C=1)C.[Br:19][C:20]1[CH:25]=[CH:24][CH:23]=[CH:22][N:21]=1.[CH2:26]([O:33][C:34]1[CH:39]=[CH:38][C:37]([Cl:40])=[CH:36][C:35]=1I)[C:27]1[CH:32]=[CH:31][CH:30]=[CH:29][CH:28]=1, predict the reaction product. The product is: [CH2:26]([O:33][C:34]1[CH:35]=[CH:36][C:37]([Cl:40])=[CH:38][C:39]=1[C:25]1[C:20]([Br:19])=[N:21][CH:22]=[CH:23][CH:24]=1)[C:27]1[CH:28]=[CH:29][CH:30]=[CH:31][CH:32]=1. (6) Given the reactants [NH2:1][C:2]1[CH:3]=[N:4][CH:5]=[CH:6][C:7]=1[N:8]1[CH2:13][C@H:12]([O:14][Si:15]([C:18]([CH3:21])([CH3:20])[CH3:19])([CH3:17])[CH3:16])[CH2:11][C@H:10]([NH:22][C:23](=[O:29])[O:24][C:25]([CH3:28])([CH3:27])[CH3:26])[CH2:9]1.[Br:30][C:31]1[N:36]=[C:35]([C:37](O)=[O:38])[CH:34]=[CH:33][C:32]=1[F:40], predict the reaction product. The product is: [Br:30][C:31]1[N:36]=[C:35]([C:37]([NH:1][C:2]2[CH:3]=[N:4][CH:5]=[CH:6][C:7]=2[N:8]2[CH2:13][C@H:12]([O:14][Si:15]([C:18]([CH3:21])([CH3:20])[CH3:19])([CH3:17])[CH3:16])[CH2:11][C@H:10]([NH:22][C:23](=[O:29])[O:24][C:25]([CH3:28])([CH3:27])[CH3:26])[CH2:9]2)=[O:38])[CH:34]=[CH:33][C:32]=1[F:40]. (7) The product is: [OH:1][C@H:2]1[CH2:7][CH2:6][CH2:5][CH2:4][C@@H:3]1[NH:8][C:9]([C:11]1[C:15]2=[N:16][CH:17]=[CH:18][C:19]([CH3:20])=[C:14]2[N:13]([CH2:22][C:23]2[CH:28]=[N:27][C:26]([O:29][CH3:30])=[CH:25][CH:24]=2)[CH:12]=1)=[O:10]. Given the reactants [OH:1][C@H:2]1[CH2:7][CH2:6][CH2:5][CH2:4][C@@H:3]1[NH:8][C:9]([C:11]1[C:15]2=[N:16][CH:17]=[CH:18][C:19]([CH3:20])=[C:14]2[NH:13][CH:12]=1)=[O:10].Cl[CH2:22][C:23]1[CH:24]=[CH:25][C:26]([O:29][CH3:30])=[N:27][CH:28]=1.C(=O)([O-])[O-].[Cs+].[Cs+].O, predict the reaction product. (8) The product is: [C:18]([C:20]1[CH:21]=[C:22]([S:26]([N:5]2[CH2:6][C@@H:2]([OH:1])[CH2:3][C@H:4]2[C:7]([O:9][CH3:10])=[O:8])(=[O:28])=[O:27])[CH:23]=[CH:24][CH:25]=1)#[N:19]. Given the reactants [OH:1][C@@H:2]1[CH2:6][NH:5][C@H:4]([C:7]([O:9][CH3:10])=[O:8])[CH2:3]1.C(N(CC)CC)C.[C:18]([C:20]1[CH:21]=[C:22]([S:26](Cl)(=[O:28])=[O:27])[CH:23]=[CH:24][CH:25]=1)#[N:19].O, predict the reaction product. (9) The product is: [Cl:29][C:30]1[CH:38]=[C:37]([Cl:39])[CH:36]=[C:35]([Cl:40])[C:31]=1[C:32]([O:17][C:15]([C@H:13]1[CH2:14][C@@H:11]([C:9]([O:8][CH2:1][C:2]2[CH:3]=[CH:4][CH:5]=[CH:6][CH:7]=2)=[O:10])[C:12]1([CH3:19])[CH3:18])=[O:16])=[O:33]. Given the reactants [CH2:1]([O:8][C:9]([C@@H:11]1[CH2:14][C@H:13]([C:15]([OH:17])=[O:16])[C:12]1([CH3:19])[CH3:18])=[O:10])[C:2]1[CH:7]=[CH:6][CH:5]=[CH:4][CH:3]=1.CCN(C(C)C)C(C)C.[Cl:29][C:30]1[CH:38]=[C:37]([Cl:39])[CH:36]=[C:35]([Cl:40])[C:31]=1[C:32](Cl)=[O:33], predict the reaction product. (10) Given the reactants C([O:5][C:6]([C@H:8]1[CH2:12][CH2:11][CH2:10][N:9]1[C:13](=[O:44])[CH2:14][O:15][C:16]1[CH:21]=[CH:20][CH:19]=[CH:18][C:17]=1[C:22]1[CH:27]=[CH:26][CH:25]=[CH:24][C:23]=1[O:28][CH2:29][C:30]([N:32]1[CH2:36][CH2:35][CH2:34][C@@H:33]1[C:37]([O:39]C(C)(C)C)=[O:38])=[O:31])=[O:7])(C)(C)C, predict the reaction product. The product is: [C:37]([C@H:33]1[CH2:34][CH2:35][CH2:36][N:32]1[C:30](=[O:31])[CH2:29][O:28][C:23]1[CH:24]=[CH:25][CH:26]=[CH:27][C:22]=1[C:17]1[CH:18]=[CH:19][CH:20]=[CH:21][C:16]=1[O:15][CH2:14][C:13]([N:9]1[CH2:10][CH2:11][CH2:12][C@@H:8]1[C:6]([OH:7])=[O:5])=[O:44])([OH:39])=[O:38].